Dataset: Reaction yield outcomes from USPTO patents with 853,638 reactions. Task: Predict the reaction yield, written as a fraction of the theoretical maximum amount of product (1.0 means a 100% yield; for example, 0.34 means a 34% yield). The reactants are [CH2:1]([C:3]1[S:4][CH:5]=[C:6](/[CH:8]=[CH:9]/[C:10]2[C:11]([O:21][CH2:22][C:23]3[CH:48]=[CH:47][C:26]([O:27][CH2:28][C:29]4[N:30]=[C:31]([C:35]5[CH:40]=[CH:39][C:38]([CH2:41][C:42]([O:44]CC)=[O:43])=[CH:37][CH:36]=5)[O:32][C:33]=4[CH3:34])=[C:25]([O:49][CH3:50])[CH:24]=3)=[N:12][N:13]([C:15]3[CH:20]=[CH:19][CH:18]=[CH:17][CH:16]=3)[CH:14]=2)[N:7]=1)[CH3:2].[OH-].[Na+].O1CCCC1.Cl. The catalyst is C(O)C. The product is [CH2:1]([C:3]1[S:4][CH:5]=[C:6](/[CH:8]=[CH:9]/[C:10]2[C:11]([O:21][CH2:22][C:23]3[CH:48]=[CH:47][C:26]([O:27][CH2:28][C:29]4[N:30]=[C:31]([C:35]5[CH:36]=[CH:37][C:38]([CH2:41][C:42]([OH:44])=[O:43])=[CH:39][CH:40]=5)[O:32][C:33]=4[CH3:34])=[C:25]([O:49][CH3:50])[CH:24]=3)=[N:12][N:13]([C:15]3[CH:16]=[CH:17][CH:18]=[CH:19][CH:20]=3)[CH:14]=2)[N:7]=1)[CH3:2]. The yield is 0.920.